The task is: Predict the reaction yield, written as a fraction of the theoretical maximum amount of product (1.0 means a 100% yield; for example, 0.34 means a 34% yield).. This data is from Reaction yield outcomes from USPTO patents with 853,638 reactions. (1) The reactants are Cl[CH2:2][CH2:3][NH:4][C:5]([NH:7][C@@H:8]1[CH2:12][CH2:11][O:10][CH2:9]1)=[O:6].[H-].[Na+]. The catalyst is C1COCC1. The product is [O:10]1[CH2:11][CH2:12][C@@H:8]([N:7]2[CH2:2][CH2:3][NH:4][C:5]2=[O:6])[CH2:9]1. The yield is 0.660. (2) The reactants are CCN(C(C)C)C(C)C.[Cl:10][C:11]1[CH:12]=[C:13]([CH:17]=[C:18]([Cl:20])[CH:19]=1)[C:14]([OH:16])=O.CCN=C=NCCCN(C)C.C1C=CC2N(O)N=NC=2C=1.[O:42]=[C:43]([N:61]1[CH2:66][CH2:65][NH:64][CH2:63][CH2:62]1)[CH2:44][NH:45][C:46](=[O:60])[C:47]1[CH:52]=[CH:51][C:50]([NH:53][C:54]2[CH:59]=[CH:58][CH:57]=[CH:56][CH:55]=2)=[CH:49][CH:48]=1.Cl. The catalyst is CN(C=O)C.O. The product is [Cl:20][C:18]1[CH:17]=[C:13]([CH:12]=[C:11]([Cl:10])[CH:19]=1)[C:14]([N:64]1[CH2:65][CH2:66][N:61]([C:43](=[O:42])[CH2:44][NH:45][C:46](=[O:60])[C:47]2[CH:48]=[CH:49][C:50]([NH:53][C:54]3[CH:55]=[CH:56][CH:57]=[CH:58][CH:59]=3)=[CH:51][CH:52]=2)[CH2:62][CH2:63]1)=[O:16]. The yield is 0.150. (3) The reactants are [CH3:1][O:2][C:3]1[CH:8]=[CH:7][CH:6]=[CH:5][C:4]=1[NH2:9].C[Si](Cl)(C)C.CC1(C)[O:21][C:20](=O)[CH2:19][C:18](=[O:23])[O:17]1.O. The catalyst is C(Cl)Cl. The product is [CH3:1][O:2][C:3]1[CH:8]=[CH:7][CH:6]=[CH:5][C:4]=1[NH:9][C:20](=[O:21])[CH2:19][C:18]([OH:23])=[O:17]. The yield is 0.300. (4) The reactants are C([O-])=O.[NH4+].C([O:12][C:13]1[CH:39]=[CH:38][C:16]([C:17]([NH:19][CH2:20][C:21](=[O:37])[N:22]2[CH2:27][CH2:26][N:25]([C:28](=[O:36])[CH2:29][C:30]3[CH:35]=[CH:34][CH:33]=[CH:32][CH:31]=3)[CH2:24][CH2:23]2)=[O:18])=[CH:15][CH:14]=1)C1C=CC=CC=1. The catalyst is CO.[Pd]. The product is [OH:12][C:13]1[CH:14]=[CH:15][C:16]([C:17]([NH:19][CH2:20][C:21](=[O:37])[N:22]2[CH2:23][CH2:24][N:25]([C:28](=[O:36])[CH2:29][C:30]3[CH:31]=[CH:32][CH:33]=[CH:34][CH:35]=3)[CH2:26][CH2:27]2)=[O:18])=[CH:38][CH:39]=1. The yield is 0.700. (5) The reactants are [F:1][C:2]1[CH:20]=[CH:19][C:5]([CH2:6][NH:7][C@@H:8]2[C@H:13]3[CH2:14][C@H:10]([CH2:11][CH2:12]3)[C@@H:9]2[C:15](OC)=[O:16])=[CH:4][CH:3]=1.[CH3:21][S:22]([NH:25][C:26]1[CH:41]=[CH:40][C:29]2[NH:30][C:31]([CH2:36][C:37](O)=[O:38])=[N:32][S:33](=[O:35])(=[O:34])[C:28]=2[CH:27]=1)(=[O:24])=[O:23].CN1CCOCC1.Cl.CN(C)CCCN=C=NCC.C(N(CC)CC)C. The yield is 0.460. The product is [F:1][C:2]1[CH:3]=[CH:4][C:5]([CH2:6][N:7]2[C:37](=[O:38])[C:36]([C:31]3[NH:30][C:29]4[CH:40]=[CH:41][C:26]([NH:25][S:22]([CH3:21])(=[O:24])=[O:23])=[CH:27][C:28]=4[S:33](=[O:35])(=[O:34])[N:32]=3)=[C:15]([OH:16])[C@@H:9]3[C@H:8]2[C@H:13]2[CH2:14][C@@H:10]3[CH2:11][CH2:12]2)=[CH:19][CH:20]=1. The catalyst is CN(C)C=O.C(OCC)(=O)C.CO. (6) The reactants are [CH3:1][NH:2][CH2:3][CH2:4][OH:5].C(N(CC)CC)C.[CH3:13][S:14](Cl)(=[O:16])=[O:15]. The catalyst is ClCCl. The product is [CH3:13][S:14]([O:5][CH2:4][CH2:3][N:2]([CH3:1])[S:14]([CH3:13])(=[O:16])=[O:15])(=[O:16])=[O:15]. The yield is 0.740.